The task is: Predict the reaction yield, written as a fraction of the theoretical maximum amount of product (1.0 means a 100% yield; for example, 0.34 means a 34% yield).. This data is from Reaction yield outcomes from USPTO patents with 853,638 reactions. (1) The yield is 0.330. The product is [CH2:29]([O:28][C:25]1[CH:26]=[CH:27][C:22]([N:17]2[CH2:18][CH2:19][N:14]([C:5]3[C:4]([CH3:20])=[C:3]([O:2][CH3:1])[C:11]4[O:10][CH:9]([CH3:12])[CH2:8][C:7]=4[C:6]=3[CH3:13])[CH2:15][CH2:16]2)=[CH:23][CH:24]=1)[CH3:30]. The reactants are [CH3:1][O:2][C:3]1[C:11]2[O:10][CH:9]([CH3:12])[CH2:8][C:7]=2[C:6]([CH3:13])=[C:5]([N:14]2[CH2:19][CH2:18][NH:17][CH2:16][CH2:15]2)[C:4]=1[CH3:20].Br[C:22]1[CH:27]=[CH:26][C:25]([O:28][CH2:29][CH3:30])=[CH:24][CH:23]=1. No catalyst specified. (2) The reactants are [CH3:1][O:2][C:3]([NH:5][C@@H:6]([CH:54]([CH3:56])[CH3:55])[C:7]([N:9]1[CH2:13][CH2:12][CH2:11][C@H:10]1[C:14]1[NH:15][C:16]([C:19]2[CH:20]=[C:21]3[C:26](=[CH:27][CH:28]=2)[CH:25]=[C:24]([C:29]2[CH:30]=[C:31]4[C:51](=[CH:52][CH:53]=2)[C:35]2[NH:36][C:37]([C@@H:39]5[CH2:43][CH2:42][CH2:41][N:40]5C(OC(C)(C)C)=O)=[N:38][C:34]=2[CH2:33][CH2:32]4)[CH:23]=[CH:22]3)=[CH:17][N:18]=1)=[O:8])=[O:4].Cl.[CH3:58][O:59][C:60]([NH:62][C@H:63]([C:67]1[CH:72]=[CH:71][CH:70]=[CH:69][CH:68]=1)[C:64]([OH:66])=O)=[O:61].CCOC(C(C#N)=NOC(N1CCOCC1)=[N+](C)C)=O.F[P-](F)(F)(F)(F)F.CCN(C(C)C)C(C)C. The yield is 0.640. The catalyst is ClCCl.O.CN(C=O)C. The product is [CH3:58][O:59][C:60]([NH:62][C@H:63]([C:67]1[CH:72]=[CH:71][CH:70]=[CH:69][CH:68]=1)[C:64]([N:40]1[CH2:41][CH2:42][CH2:43][C@H:39]1[C:37]1[NH:36][C:35]2[C:51]3[C:31]([CH2:32][CH2:33][C:34]=2[N:38]=1)=[CH:30][C:29]([C:24]1[CH:25]=[C:26]2[C:21](=[CH:22][CH:23]=1)[CH:20]=[C:19]([C:16]1[NH:15][C:14]([C@@H:10]4[CH2:11][CH2:12][CH2:13][N:9]4[C:7](=[O:8])[C@@H:6]([NH:5][C:3](=[O:4])[O:2][CH3:1])[CH:54]([CH3:56])[CH3:55])=[N:18][CH:17]=1)[CH:28]=[CH:27]2)=[CH:53][CH:52]=3)=[O:66])=[O:61]. (3) The yield is 1.00. The product is [CH3:27][N:28]([CH3:39])[CH2:29][CH2:30][O:31][C:32]1[CH:37]=[CH:36][C:35]([NH:38][C:6](=[O:7])/[C:5](/[C:9]2[CH:10]=[CH:11][C:12]([O:15][CH2:16][O:17][CH3:18])=[CH:13][CH:14]=2)=[C:4](\[CH:1]2[CH2:3][CH2:2]2)/[C:19]2[CH:24]=[CH:23][CH:22]=[CH:21][CH:20]=2)=[CH:34][CH:33]=1. The reactants are [CH:1]1(/[C:4](/[C:19]2[CH:24]=[CH:23][CH:22]=[CH:21][CH:20]=2)=[C:5](/[C:9]2[CH:14]=[CH:13][C:12]([O:15][CH2:16][O:17][CH3:18])=[CH:11][CH:10]=2)\[C:6](O)=[O:7])[CH2:3][CH2:2]1.Cl.Cl.[CH3:27][N:28]([CH3:39])[CH2:29][CH2:30][O:31][C:32]1[CH:37]=[CH:36][C:35]([NH2:38])=[CH:34][CH:33]=1.C(N(CC)C(C)C)(C)C. The catalyst is CN(C)C1C=CN=CC=1.C(Cl)Cl. (4) The reactants are [Cl:1][C:2]1[CH:7]=[CH:6][CH:5]=[CH:4][C:3]=1[C:8]1[C:9]([C:34]([OH:36])=O)=[CH:10][C:11]([C:14]2[CH:15]=[CH:16][C:17]3[O:21][C:20]([C:22]4[CH:27]=[CH:26][C:25]([F:28])=[CH:24][CH:23]=4)=[C:19]([C:29](=[O:32])[NH:30][CH3:31])[C:18]=3[CH:33]=2)=[CH:12][CH:13]=1.[N:37]1[CH:42]=[CH:41][CH:40]=[CH:39][C:38]=1[C:43]1([NH2:46])[CH2:45][CH2:44]1.CN(C(ON1N=NC2C=CC=NC1=2)=[N+](C)C)C.F[P-](F)(F)(F)(F)F. The catalyst is CN(C=O)C. The product is [Cl:1][C:2]1[CH:7]=[CH:6][CH:5]=[CH:4][C:3]=1[C:8]1[CH:13]=[CH:12][C:11]([C:14]2[CH:15]=[CH:16][C:17]3[O:21][C:20]([C:22]4[CH:23]=[CH:24][C:25]([F:28])=[CH:26][CH:27]=4)=[C:19]([C:29]([NH:30][CH3:31])=[O:32])[C:18]=3[CH:33]=2)=[CH:10][C:9]=1[C:34](=[O:36])[NH:46][C:43]1([C:38]2[CH:39]=[CH:40][CH:41]=[CH:42][N:37]=2)[CH2:45][CH2:44]1. The yield is 0.700. (5) The reactants are [C:1]([C:3]1[CH:4]=[C:5]([NH:9][C:10]2[C:11]3[CH:19]=[C:18]([NH:20]CC4C=CC(OC)=CC=4)[N:17]=[CH:16][C:12]=3[N:13]=[CH:14][N:15]=2)[CH:6]=[CH:7][CH:8]=1)#[CH:2].FC(F)(F)C(O)=O.C1(OC)C=CC=CC=1. The catalyst is C(Cl)Cl. The product is [C:1]([C:3]1[CH:4]=[C:5]([NH:9][C:10]2[C:11]3[CH:19]=[C:18]([NH2:20])[N:17]=[CH:16][C:12]=3[N:13]=[CH:14][N:15]=2)[CH:6]=[CH:7][CH:8]=1)#[CH:2]. The yield is 0.980.